Dataset: Full USPTO retrosynthesis dataset with 1.9M reactions from patents (1976-2016). Task: Predict the reactants needed to synthesize the given product. Given the product [F:1][C:2]1[CH:28]=[CH:27][C:5]2[N:6]=[C:7]([NH:9][C:10]3[CH:11]=[CH:12][C:13]([C:16]4[CH:17]=[CH:18][C:35]([C:36]([OH:30])=[O:37])=[C:34]([CH3:38])[CH:21]=4)=[CH:14][CH:15]=3)[S:8][C:4]=2[CH:3]=1, predict the reactants needed to synthesize it. The reactants are: [F:1][C:2]1[CH:28]=[CH:27][C:5]2[N:6]=[C:7]([NH:9][C:10]3(C(OC)=O)[CH:15]=[CH:14][C:13]([C:16]4[CH:21]=CC=[CH:18][CH:17]=4)=[CH:12][CH:11]3C)[S:8][C:4]=2[CH:3]=1.C[OH:30].O.[OH-].[Na+].[CH2:34]1[CH2:38][O:37][CH2:36][CH2:35]1.